This data is from Full USPTO retrosynthesis dataset with 1.9M reactions from patents (1976-2016). The task is: Predict the reactants needed to synthesize the given product. (1) Given the product [OH:29][C:30]1[CH:31]=[C:32]2[C:33]([C:34](=[O:35])[N:28]([S:25]([C:14]3[CH:13]=[C:12]([NH2:11])[C:17](=[CH:16][CH:15]=3)[C:18]([OH:20])=[O:19])(=[O:26])=[O:27])[C:47](=[O:48])[NH:46]2)=[CH:44][CH:45]=1, predict the reactants needed to synthesize it. The reactants are: C(OC([NH:11][C:12]1[CH:13]=[C:14]([S:25]([NH2:28])(=[O:27])=[O:26])[CH:15]=[CH:16][C:17]=1[C:18]([O:20]C(C)(C)C)=[O:19])=O)C1C=CC=CC=1.[OH:29][C:30]1[CH:31]=[C:32]([NH:46][C:47](OC2C=CC=CC=2)=[O:48])[C:33](=[CH:44][CH:45]=1)[C:34](OCC1C=CC=CC=1)=[O:35]. (2) Given the product [CH3:4][S:5]([C:8]1[CH:9]=[CH:10][C:11]([CH2:20][OH:21])=[C:12]([C:14]2[CH:19]=[CH:18][CH:17]=[CH:16][CH:15]=2)[CH:13]=1)(=[O:6])=[O:7], predict the reactants needed to synthesize it. The reactants are: [Cl-].[Cl-].[Ca+2].[CH3:4][S:5]([C:8]1[CH:13]=[C:12]([C:14]2[CH:19]=[CH:18][CH:17]=[CH:16][CH:15]=2)[C:11]([C:20](OC)=[O:21])=[CH:10][CH:9]=1)(=[O:7])=[O:6].[BH4-].[Na+]. (3) Given the product [OH:14][C:13]1[N:12]([C:15]2[CH:23]=[CH:22][C:18]([C:19]([N:34]3[CH2:35][CH2:36][CH2:37][C@@H:32]([N:27]4[CH2:28][CH2:29][CH2:30][CH2:31]4)[CH2:33]3)=[O:20])=[CH:17][N:16]=2)[N:11]=[CH:10][C:9]=1[C:6]1[CH:7]=[CH:8][C:3]([C:1]#[N:2])=[CH:4][C:5]=1[CH3:24], predict the reactants needed to synthesize it. The reactants are: [C:1]([C:3]1[CH:8]=[CH:7][C:6]([C:9]2[CH:10]=[N:11][N:12]([C:15]3[CH:23]=[CH:22][C:18]([C:19](O)=[O:20])=[CH:17][N:16]=3)[C:13]=2[OH:14])=[C:5]([CH3:24])[CH:4]=1)#[N:2].Cl.Cl.[N:27]1([C@@H:32]2[CH2:37][CH2:36][CH2:35][NH:34][CH2:33]2)[CH2:31][CH2:30][CH2:29][CH2:28]1. (4) Given the product [CH3:24][C:10]1[N:9]=[C:8]([C:6]2[CH:5]=[CH:4][N:3]=[C:2]([C:29]3[CH:30]=[CH:31][C:26]([NH2:25])=[N:27][CH:28]=3)[N:7]=2)[CH:13]=[C:12]([C:14]2[CH:19]=[CH:18][C:17]([C:20]([F:23])([F:22])[F:21])=[CH:16][CH:15]=2)[CH:11]=1, predict the reactants needed to synthesize it. The reactants are: Cl[C:2]1[N:7]=[C:6]([C:8]2[CH:13]=[C:12]([C:14]3[CH:19]=[CH:18][C:17]([C:20]([F:23])([F:22])[F:21])=[CH:16][CH:15]=3)[CH:11]=[C:10]([CH3:24])[N:9]=2)[CH:5]=[CH:4][N:3]=1.[NH2:25][C:26]1[CH:31]=[CH:30][C:29](B2OC(C)(C)C(C)(C)O2)=[CH:28][N:27]=1. (5) The reactants are: [CH3:1][O:2][CH:3]1[O:9][C@H:8]([CH2:10]O)[C@@H:6]([OH:7])[C@H:4]1[OH:5].C(#N)C.C(N(CC)CC)C.S(Cl)([Cl:24])=O. Given the product [CH3:1][O:2][C@@H:3]1[O:9][C@H:8]([CH2:10][Cl:24])[C@@H:6]([OH:7])[C@H:4]1[OH:5], predict the reactants needed to synthesize it. (6) The reactants are: [C:1]1([CH2:7][C:8]([NH:10][C:11]([NH:13][C:14]2[CH:19]=[CH:18][C:17]([O:20][C:21]3[N:29]=[CH:28][N:27]=[C:26]4[C:22]=3[N:23]=[CH:24][N:25]4C3CCCCO3)=[CH:16][CH:15]=2)=[S:12])=[O:9])[CH:6]=[CH:5][CH:4]=[CH:3][CH:2]=1.Cl.CCOCC. Given the product [C:1]1([CH2:7][C:8]([NH:10][C:11]([NH:13][C:14]2[CH:15]=[CH:16][C:17]([O:20][C:21]3[N:29]=[CH:28][N:27]=[C:26]4[C:22]=3[N:23]=[CH:24][NH:25]4)=[CH:18][CH:19]=2)=[S:12])=[O:9])[CH:6]=[CH:5][CH:4]=[CH:3][CH:2]=1, predict the reactants needed to synthesize it. (7) Given the product [ClH:2].[Cl:2][C:3]1[CH:4]=[CH:5][C:6]([O:29][CH2:30][CH:31]([CH3:33])[CH3:32])=[C:7]([CH2:9][N:10]2[C:14]([CH3:15])=[CH:13][C:12]([NH:16][C:17]([C:19]3[CH:20]=[C:21]4[C:26](=[CH:27][CH:28]=3)[CH2:25][N:24]([CH2:34][CH3:35])[CH2:23][CH2:22]4)=[O:18])=[N:11]2)[CH:8]=1, predict the reactants needed to synthesize it. The reactants are: Cl.[Cl:2][C:3]1[CH:4]=[CH:5][C:6]([O:29][CH2:30][CH:31]([CH3:33])[CH3:32])=[C:7]([CH2:9][N:10]2[C:14]([CH3:15])=[CH:13][C:12]([NH:16][C:17]([C:19]3[CH:20]=[C:21]4[C:26](=[CH:27][CH:28]=3)[CH2:25][NH:24][CH2:23][CH2:22]4)=[O:18])=[N:11]2)[CH:8]=1.[C:34](O)(=O)[CH3:35].C(=O)C.C(O[BH-](OC(=O)C)OC(=O)C)(=O)C.[Na+]. (8) Given the product [Cl:44][C:29]1[CH:28]=[C:27]([CH:23]([O:22][CH2:21][C:11]2([C:14]3[CH:19]=[CH:18][C:17]([F:20])=[CH:16][CH:15]=3)[CH2:12][CH2:13][N:8]([C:6]([O:5][C:1]([CH3:4])([CH3:2])[CH3:3])=[O:7])[CH2:9][CH2:10]2)[C:24]([N:46]([CH3:47])[CH3:45])=[O:25])[C:35]2[C:31](=[CH:32][N:33]([CH2:36][O:37][CH2:38][CH2:39][Si:40]([CH3:43])([CH3:42])[CH3:41])[N:34]=2)[CH:30]=1, predict the reactants needed to synthesize it. The reactants are: [C:1]([O:5][C:6]([N:8]1[CH2:13][CH2:12][C:11]([CH2:21][O:22][CH:23]([C:27]2[C:35]3[C:31](=[CH:32][N:33]([CH2:36][O:37][CH2:38][CH2:39][Si:40]([CH3:43])([CH3:42])[CH3:41])[N:34]=3)[CH:30]=[C:29]([Cl:44])[CH:28]=2)[C:24](O)=[O:25])([C:14]2[CH:19]=[CH:18][C:17]([F:20])=[CH:16][CH:15]=2)[CH2:10][CH2:9]1)=[O:7])([CH3:4])([CH3:3])[CH3:2].[CH3:45][NH:46][CH3:47].C1CN([P+](ON2N=NC3C=CC=CC2=3)(N2CCCC2)N2CCCC2)CC1.F[P-](F)(F)(F)(F)F.